This data is from NCI-60 drug combinations with 297,098 pairs across 59 cell lines. The task is: Regression. Given two drug SMILES strings and cell line genomic features, predict the synergy score measuring deviation from expected non-interaction effect. (1) Drug 1: COC1=C2C(=CC3=C1OC=C3)C=CC(=O)O2. Drug 2: C1CN(P(=O)(OC1)NCCCl)CCCl. Cell line: NCI-H460. Synergy scores: CSS=-3.08, Synergy_ZIP=2.01, Synergy_Bliss=1.41, Synergy_Loewe=-2.15, Synergy_HSA=-1.91. (2) Drug 2: C1=NNC2=C1C(=O)NC=N2. Synergy scores: CSS=8.99, Synergy_ZIP=-9.34, Synergy_Bliss=-7.99, Synergy_Loewe=-21.3, Synergy_HSA=-7.73. Drug 1: CCC1=C2CN3C(=CC4=C(C3=O)COC(=O)C4(CC)O)C2=NC5=C1C=C(C=C5)O. Cell line: NCI/ADR-RES. (3) Drug 1: CCCS(=O)(=O)NC1=C(C(=C(C=C1)F)C(=O)C2=CNC3=C2C=C(C=N3)C4=CC=C(C=C4)Cl)F. Drug 2: CN1C2=C(C=C(C=C2)N(CCCl)CCCl)N=C1CCCC(=O)O.Cl. Cell line: SF-268. Synergy scores: CSS=19.3, Synergy_ZIP=3.14, Synergy_Bliss=6.47, Synergy_Loewe=-40.5, Synergy_HSA=1.15. (4) Drug 1: CN1CCC(CC1)COC2=C(C=C3C(=C2)N=CN=C3NC4=C(C=C(C=C4)Br)F)OC. Drug 2: CC(C)CN1C=NC2=C1C3=CC=CC=C3N=C2N. Cell line: SF-268. Synergy scores: CSS=-4.73, Synergy_ZIP=2.74, Synergy_Bliss=1.43, Synergy_Loewe=-0.945, Synergy_HSA=-2.53. (5) Drug 1: C1=CC(=CC=C1CCC2=CNC3=C2C(=O)NC(=N3)N)C(=O)NC(CCC(=O)O)C(=O)O. Drug 2: CN1C2=C(C=C(C=C2)N(CCCl)CCCl)N=C1CCCC(=O)O.Cl. Cell line: OVCAR3. Synergy scores: CSS=26.4, Synergy_ZIP=-5.17, Synergy_Bliss=-4.85, Synergy_Loewe=-10.2, Synergy_HSA=-2.95.